Dataset: Forward reaction prediction with 1.9M reactions from USPTO patents (1976-2016). Task: Predict the product of the given reaction. (1) Given the reactants [F:1][C:2]1[CH:7]=[C:6]([CH2:8][C:9]([OH:11])=O)[CH:5]=[CH:4][C:3]=1[C:12]1[CH:17]=[CH:16][CH:15]=[CH:14][CH:13]=1.[F:18][C:19]1[CH:20]=[C:21]([CH:24]=[CH:25][CH:26]=1)[CH2:22][NH2:23].C1CN([P+](ON2N=NC3C=CC=CC2=3)(N2CCCC2)N2CCCC2)CC1.F[P-](F)(F)(F)(F)F.CCN(C(C)C)C(C)C, predict the reaction product. The product is: [F:18][C:19]1[CH:20]=[C:21]([CH:24]=[CH:25][CH:26]=1)[CH2:22][NH:23][C:9](=[O:11])[CH2:8][C:6]1[CH:5]=[CH:4][C:3]([C:12]2[CH:17]=[CH:16][CH:15]=[CH:14][CH:13]=2)=[C:2]([F:1])[CH:7]=1. (2) Given the reactants [CH2:1]([N:4]1[C:12](=[O:13])[C:11]2[N:10]([CH2:14][O:15][CH2:16][CH2:17][Si:18]([CH3:21])([CH3:20])[CH3:19])[C:9]([C:22]3[CH:23]=[N:24][NH:25][CH:26]=3)=[N:8][C:7]=2[N:6]([CH2:27][CH2:28][CH3:29])[C:5]1=[O:30])[CH2:2][CH3:3].Br[CH2:32][C:33]([OH:35])=[O:34].C([O-])([O-])=O.[K+].[K+], predict the reaction product. The product is: [O:30]=[C:5]1[N:6]([CH2:27][CH2:28][CH3:29])[C:7]2[N:8]=[C:9]([C:22]3[CH:26]=[N:25][N:24]([CH2:32][C:33]([OH:35])=[O:34])[CH:23]=3)[N:10]([CH2:14][O:15][CH2:16][CH2:17][Si:18]([CH3:20])([CH3:21])[CH3:19])[C:11]=2[C:12](=[O:13])[N:4]1[CH2:1][CH2:2][CH3:3]. (3) The product is: [CH:35]([C:34]1[C:30]([O:29][CH2:2][C:3]2[CH:26]=[CH:25][C:6]([O:7][CH2:8][C:9]3[N:10]=[C:11]([C:15]4[S:19][C:18]([C:20]([O:22][CH2:23][CH3:24])=[O:21])=[CH:17][CH:16]=4)[O:12][C:13]=3[CH3:14])=[C:5]([O:27][CH3:28])[CH:4]=2)=[N:31][N:32]([C:37]2[CH:42]=[CH:41][CH:40]=[CH:39][CH:38]=2)[CH:33]=1)=[O:36]. Given the reactants Cl[CH2:2][C:3]1[CH:26]=[CH:25][C:6]([O:7][CH2:8][C:9]2[N:10]=[C:11]([C:15]3[S:19][C:18]([C:20]([O:22][CH2:23][CH3:24])=[O:21])=[CH:17][CH:16]=3)[O:12][C:13]=2[CH3:14])=[C:5]([O:27][CH3:28])[CH:4]=1.[OH:29][C:30]1[C:34]([CH:35]=[O:36])=[CH:33][N:32]([C:37]2[CH:42]=[CH:41][CH:40]=[CH:39][CH:38]=2)[N:31]=1.C(=O)([O-])[O-].[K+].[K+].CN(C)C=O, predict the reaction product.